From a dataset of Kir2.1 potassium channel HTS with 301,493 compounds. Binary Classification. Given a drug SMILES string, predict its activity (active/inactive) in a high-throughput screening assay against a specified biological target. (1) The molecule is Brc1oc(C(=O)Nc2cc(c3oc4c(n3)cc(c(c4)C)C)ccc2)cc1. The result is 0 (inactive). (2) The molecule is FC(F)Oc1c(CN2CC(CCC2)C(=O)c2cc3OCOc3cc2)cccc1. The result is 0 (inactive). (3) The result is 0 (inactive). The drug is O=C(NC(c1ccc(cc1)C)CC(OCC)=O)CCc1c(n2nc(nc2nc1C)C)C. (4) The drug is S(=O)(=O)(N1CCOCC1)c1ccc(NC(=O)c2ccccc2)cc1. The result is 0 (inactive).